Dataset: Forward reaction prediction with 1.9M reactions from USPTO patents (1976-2016). Task: Predict the product of the given reaction. (1) Given the reactants [CH3:1][N:2]([CH2:13][CH:14]1[CH2:18][CH2:17][N:16]([CH3:19])[CH2:15]1)[C:3]1[O:4][C:5]2[CH:11]=[CH:10][C:9]([NH2:12])=[CH:8][C:6]=2[N:7]=1.[F:20][C:21]1[CH:26]=[CH:25][C:24]([C:27]2[CH:32]=[CH:31][C:30]([C:33](O)=[O:34])=[CH:29][CH:28]=2)=[CH:23][CH:22]=1.CN(C(ON1N=NC2C=CC=NC1=2)=[N+](C)C)C.F[P-](F)(F)(F)(F)F, predict the reaction product. The product is: [CH3:1][N:2]([CH2:13][CH:14]1[CH2:18][CH2:17][N:16]([CH3:19])[CH2:15]1)[C:3]1[O:4][C:5]2[CH:11]=[CH:10][C:9]([NH:12][C:33]([C:30]3[CH:29]=[CH:28][C:27]([C:24]4[CH:25]=[CH:26][C:21]([F:20])=[CH:22][CH:23]=4)=[CH:32][CH:31]=3)=[O:34])=[CH:8][C:6]=2[N:7]=1. (2) Given the reactants C([O:3][C:4]1[C:13]2[C:8](=[CH:9][CH:10]=[CH:11][CH:12]=2)[C:7]([C:14]2[C:15]3[C:20]([CH:21]=[C:22]4[C:27]=2[CH:26]=[CH:25][CH:24]=[CH:23]4)=[CH:19][CH:18]=[CH:17][CH:16]=3)=[CH:6][CH:5]=1)C.Cl.N1C=CC=CC=1.CN1CCCC1=O, predict the reaction product. The product is: [CH:16]1[C:15]2[C:20](=[CH:21][C:22]3[C:27]([C:14]=2[C:7]2[C:8]4[C:13](=[CH:12][CH:11]=[CH:10][CH:9]=4)[C:4]([OH:3])=[CH:5][CH:6]=2)=[CH:26][CH:25]=[CH:24][CH:23]=3)[CH:19]=[CH:18][CH:17]=1. (3) Given the reactants Br[C:2]1[S:3][CH:4]=[CH:5][C:6]=1[C:7]1[N:19]([CH3:20])[C:10]2=[N:11][CH:12]=[C:13]([C:15]([F:18])([F:17])[F:16])[CH:14]=[C:9]2[N:8]=1.[Na].[CH2:22]([SH:24])[CH3:23].CN1CCCC1=O.[NH4+], predict the reaction product. The product is: [CH2:22]([S:24][C:2]1[S:3][CH:4]=[CH:5][C:6]=1[C:7]1[N:19]([CH3:20])[C:10]2=[N:11][CH:12]=[C:13]([C:15]([F:18])([F:17])[F:16])[CH:14]=[C:9]2[N:8]=1)[CH3:23]. (4) Given the reactants [Cl:1][C:2]1[CH:7]=[C:6]([Cl:8])[CH:5]=[C:4]([Cl:9])[C:3]=1[N:10]=[C:11]=[O:12].[NH2:13][C:14]1[CH:15]=[C:16]([C:32]2[CH:37]=[CH:36][C:35]([O:38][CH3:39])=[CH:34][CH:33]=2)[CH:17]=[CH:18][C:19]=1[C:20]([NH:22][C@H:23]([C:28]([O:30][CH3:31])=[O:29])[C:24]([CH3:27])([CH3:26])[CH3:25])=[O:21].CCCCCC.C(OCC)(=O)C, predict the reaction product. The product is: [CH3:25][C:24]([CH3:27])([CH3:26])[C@@H:23]([C:28]([O:30][CH3:31])=[O:29])[NH:22][C:20]([C:19]1[CH:18]=[CH:17][C:16]([C:32]2[CH:37]=[CH:36][C:35]([O:38][CH3:39])=[CH:34][CH:33]=2)=[CH:15][C:14]=1[NH:13][C:11]([NH:10][C:3]1[C:2]([Cl:1])=[CH:7][C:6]([Cl:8])=[CH:5][C:4]=1[Cl:9])=[O:12])=[O:21]. (5) Given the reactants CC(OC1C=CC2C3(OC(=O)C4C=C(C(O)=O)C=CC3=4)C3C=CC(OC(C)=O)=CC=3OC=2C=1)=O.CC([O:38][C:39]1[CH:44]=[CH:43][C:42]2[C:45]3([O:68][C:66](=[O:67])[C:58]4[CH:59]=[CH:60][C:61]([C:63]([OH:65])=[O:64])=[CH:62][C:57]3=4)[C:46]3[CH:52]=[CH:51][C:50]([O:53]C(C)=O)=[CH:49][C:47]=3[O:48][C:41]=2[CH:40]=1)=O, predict the reaction product. The product is: [CH:60]1[C:61]([C:63]([OH:65])=[O:64])=[CH:62][C:57]2[C:45]3([O:68][C:66](=[O:67])[C:58]=2[CH:59]=1)[C:42]1[CH:43]=[CH:44][C:39]([OH:38])=[CH:40][C:41]=1[O:48][C:47]1[CH:49]=[C:50]([OH:53])[CH:51]=[CH:52][C:46]3=1. (6) Given the reactants [C:1](=[O:4])([O-])[O-].[K+].[K+].[OH:7][C:8]1[CH:15]=[CH:14][CH:13]=[CH:12][C:9]=1C=O.[F:16][C:17]([F:44])([CH2:40][CH2:41][CH2:42]I)[C:18]([F:39])([F:38])[C:19]([F:37])([F:36])[C:20]([F:35])([F:34])[C:21]([F:33])([F:32])[C:22]([F:31])([F:30])[C:23]([F:29])([F:28])[C:24]([F:27])([F:26])[F:25].O, predict the reaction product. The product is: [F:16][C:17]([F:44])([CH2:40][CH2:41][CH2:42][O:7][C:8]1[CH:9]=[CH:12][C:13]([CH:1]=[O:4])=[CH:14][CH:15]=1)[C:18]([F:38])([F:39])[C:19]([F:36])([F:37])[C:20]([F:34])([F:35])[C:21]([F:32])([F:33])[C:22]([F:31])([F:30])[C:23]([F:29])([F:28])[C:24]([F:27])([F:26])[F:25]. (7) Given the reactants C([N:8]1[CH2:16][CH:15]2[CH:10]([N:11]([C:17]([O:19][C:20]([CH3:23])([CH3:22])[CH3:21])=[O:18])[CH2:12][CH2:13][CH2:14]2)[CH2:9]1)C1C=CC=CC=1, predict the reaction product. The product is: [N:11]1([C:17]([O:19][C:20]([CH3:23])([CH3:22])[CH3:21])=[O:18])[CH2:12][CH2:13][CH2:14][CH:15]2[CH2:16][NH:8][CH2:9][CH:10]12.